From a dataset of Full USPTO retrosynthesis dataset with 1.9M reactions from patents (1976-2016). Predict the reactants needed to synthesize the given product. (1) Given the product [C:1]([C:6]1[CH:26]=[CH:25][C:9]([O:10][CH:11]([CH2:17][CH2:18][CH2:19][CH2:20][CH2:21][CH2:22][CH2:23][CH3:24])[C:12]([OH:14])=[O:13])=[CH:8][CH:7]=1)(=[O:5])[CH2:2][CH2:3][CH3:4], predict the reactants needed to synthesize it. The reactants are: [C:1]([C:6]1[CH:26]=[CH:25][C:9]([O:10][CH:11]([CH2:17][CH2:18][CH2:19][CH2:20][CH2:21][CH2:22][CH2:23][CH3:24])[C:12]([O:14]CC)=[O:13])=[CH:8][CH:7]=1)(=[O:5])[CH2:2][CH2:3][CH3:4].[OH-].[Li+]. (2) The reactants are: C(OC([N:8]1[CH2:13][CH2:12][N:11]([C:14]2[C:15]3[C:29]([CH2:30][CH2:31][CH2:32][CH3:33])=[CH:28][N:27]=[CH:26][C:16]=3[N:17]=[C:18]([C:20]3[CH:25]=[CH:24][N:23]=[CH:22][CH:21]=3)[N:19]=2)[CH2:10][CH2:9]1)=O)(C)(C)C.Cl. Given the product [CH2:30]([C:29]1[C:15]2[C:14]([N:11]3[CH2:10][CH2:9][NH:8][CH2:13][CH2:12]3)=[N:19][C:18]([C:20]3[CH:21]=[CH:22][N:23]=[CH:24][CH:25]=3)=[N:17][C:16]=2[CH:26]=[N:27][CH:28]=1)[CH2:31][CH2:32][CH3:33], predict the reactants needed to synthesize it. (3) Given the product [C:10]([C:3]1[C:2]([CH3:1])=[C:6]([CH3:7])[S:5][C:4]=1[N:8]([CH3:9])[C:21]([NH:20][C:12](=[O:19])[C:13]1[CH:18]=[CH:17][CH:16]=[CH:15][CH:14]=1)=[O:22])#[N:11], predict the reactants needed to synthesize it. The reactants are: [CH3:1][C:2]1[C:3]([C:10]#[N:11])=[C:4]([NH:8][CH3:9])[S:5][C:6]=1[CH3:7].[C:12]([N:20]=[C:21]=[O:22])(=[O:19])[C:13]1[CH:18]=[CH:17][CH:16]=[CH:15][CH:14]=1.